This data is from Reaction yield outcomes from USPTO patents with 853,638 reactions. The task is: Predict the reaction yield, written as a fraction of the theoretical maximum amount of product (1.0 means a 100% yield; for example, 0.34 means a 34% yield). (1) The reactants are [C:1]([C:3]1[CH:8]=[CH:7][C:6]([C:9]2([O:12][CH:13]([CH3:15])[CH3:14])[CH2:11][CH2:10]2)=[CH:5][CH:4]=1)#[CH:2].[CH3:16][O:17][C:18](=[O:27])[CH2:19][C:20]1[CH:25]=[CH:24][C:23](I)=[CH:22][CH:21]=1. The catalyst is C(N(CC)CC)C.[Cu]I.Cl[Pd](Cl)([P](C1C=CC=CC=1)(C1C=CC=CC=1)C1C=CC=CC=1)[P](C1C=CC=CC=1)(C1C=CC=CC=1)C1C=CC=CC=1. The product is [CH:13]([O:12][C:9]1([C:6]2[CH:7]=[CH:8][C:3]([C:1]#[C:2][C:23]3[CH:24]=[CH:25][C:20]([CH2:19][C:18]([O:17][CH3:16])=[O:27])=[CH:21][CH:22]=3)=[CH:4][CH:5]=2)[CH2:10][CH2:11]1)([CH3:15])[CH3:14]. The yield is 0.700. (2) The reactants are [F:1][CH:2]([CH2:13][N:14]1[CH:18]=[C:17]([NH:19][C:20](=[O:27])[CH2:21][N:22]2[CH2:25][CH:24]([F:26])[CH2:23]2)[N:16]=[N:15]1)[CH2:3][CH2:4][N:5]1[CH:9]=[C:8]([C:10]([OH:12])=O)[N:7]=[N:6]1.[F:28][C:29]1[CH:34]=[CH:33][C:32]([O:35][C:36]([F:39])([F:38])[F:37])=[CH:31][C:30]=1[CH2:40][NH2:41].CN(C(ON1N=NC2C=CC=NC1=2)=[N+](C)C)C.F[P-](F)(F)(F)(F)F.CCN(C(C)C)C(C)C. The catalyst is CN(C=O)C.O. The product is [F:1][CH:2]([CH2:13][N:14]1[CH:18]=[C:17]([NH:19][C:20](=[O:27])[CH2:21][N:22]2[CH2:25][CH:24]([F:26])[CH2:23]2)[N:16]=[N:15]1)[CH2:3][CH2:4][N:5]1[CH:9]=[C:8]([C:10]([NH:41][CH2:40][C:30]2[CH:31]=[C:32]([O:35][C:36]([F:37])([F:38])[F:39])[CH:33]=[CH:34][C:29]=2[F:28])=[O:12])[N:7]=[N:6]1. The yield is 0.100. (3) The catalyst is ClCCl.C([O-])(=O)C.[Cu+2].C([O-])(=O)C. The product is [Cl:33][C:34]1[CH:39]=[C:38]([N:14]2[C:15]3[C:20](=[CH:19][C:18]([C:22]([N:24]4[CH2:25][CH2:26][N:27]([CH:30]([CH3:32])[CH3:31])[CH2:28][CH2:29]4)=[O:23])=[CH:17][CH:16]=3)[CH:21]=[C:13]2[C:11]([N:8]2[CH2:9][CH2:10][C:5]3([O:4][CH2:3][CH2:2][O:1]3)[CH2:6][CH2:7]2)=[O:12])[CH:37]=[CH:36][CH:35]=1. The reactants are [O:1]1[C:5]2([CH2:10][CH2:9][N:8]([C:11]([C:13]3[NH:14][C:15]4[C:20]([CH:21]=3)=[CH:19][C:18]([C:22]([N:24]3[CH2:29][CH2:28][N:27]([CH:30]([CH3:32])[CH3:31])[CH2:26][CH2:25]3)=[O:23])=[CH:17][CH:16]=4)=[O:12])[CH2:7][CH2:6]2)[O:4][CH2:3][CH2:2]1.[Cl:33][C:34]1[CH:35]=[C:36](B(O)O)[CH:37]=[CH:38][CH:39]=1.N1C=CC=CC=1. The yield is 0.500.